Dataset: Peptide-MHC class I binding affinity with 185,985 pairs from IEDB/IMGT. Task: Regression. Given a peptide amino acid sequence and an MHC pseudo amino acid sequence, predict their binding affinity value. This is MHC class I binding data. (1) The peptide sequence is LLLGLLLLCV. The MHC is HLA-A02:06 with pseudo-sequence HLA-A02:06. The binding affinity (normalized) is 0.213. (2) The peptide sequence is LSPRTLNA. The MHC is Mamu-A01 with pseudo-sequence Mamu-A01. The binding affinity (normalized) is 0.316. (3) The peptide sequence is IVVDNTSAF. The MHC is HLA-B35:01 with pseudo-sequence HLA-B35:01. The binding affinity (normalized) is 1.00. (4) The peptide sequence is ELLSHVGQA. The MHC is HLA-A31:01 with pseudo-sequence HLA-A31:01. The binding affinity (normalized) is 0.0847. (5) The peptide sequence is QLTNDKARV. The MHC is HLA-A02:06 with pseudo-sequence HLA-A02:06. The binding affinity (normalized) is 0.313. (6) The peptide sequence is YMIDPSGVSY. The MHC is HLA-B58:01 with pseudo-sequence HLA-B58:01. The binding affinity (normalized) is 0.410.